This data is from Full USPTO retrosynthesis dataset with 1.9M reactions from patents (1976-2016). The task is: Predict the reactants needed to synthesize the given product. (1) Given the product [Cl:1][C:2]1[CH:10]=[CH:9][CH:8]=[C:7]2[C:3]=1[C:4]([C:15]([NH:37][CH2:36][C:30]1([N:27]3[CH2:28][CH2:29][N:24]([C:18]4[CH:23]=[CH:22][CH:21]=[CH:20][CH:19]=4)[CH2:25][CH2:26]3)[CH2:35][CH2:34][O:33][CH2:32][CH2:31]1)=[O:17])=[CH:5][N:6]2[CH:11]1[CH2:12][O:13][CH2:14]1, predict the reactants needed to synthesize it. The reactants are: [Cl:1][C:2]1[CH:10]=[CH:9][CH:8]=[C:7]2[C:3]=1[C:4]([C:15]([OH:17])=O)=[CH:5][N:6]2[CH:11]1[CH2:14][O:13][CH2:12]1.[C:18]1([N:24]2[CH2:29][CH2:28][N:27]([C:30]3([CH2:36][NH2:37])[CH2:35][CH2:34][O:33][CH2:32][CH2:31]3)[CH2:26][CH2:25]2)[CH:23]=[CH:22][CH:21]=[CH:20][CH:19]=1.Cl.CN(C)CCCN=C=NCC.N1(O)C2C=CC=CC=2N=N1.C(N(C(C)C)C(C)C)C. (2) The reactants are: [N:1]1[N:5]2[CH:6]=[CH:7][CH:8]=[CH:9][C:4]2=[C:3]([C:10](=[S:12])[NH2:11])[CH:2]=1.Br[CH:14]([C:20](=O)[C:21]1[CH:26]=[CH:25][CH:24]=[CH:23][CH:22]=1)[C:15]([O:17][CH2:18][CH3:19])=[O:16]. Given the product [N:1]1[N:5]2[CH:6]=[CH:7][CH:8]=[CH:9][C:4]2=[C:3]([C:10]2[S:12][C:14]([C:15]([O:17][CH2:18][CH3:19])=[O:16])=[C:20]([C:21]3[CH:26]=[CH:25][CH:24]=[CH:23][CH:22]=3)[N:11]=2)[CH:2]=1, predict the reactants needed to synthesize it. (3) Given the product [C:1]([C:5]1[CH:10]=[CH:9][C:8]([N:11]2[C:15](=[O:16])[C:14]([CH3:18])([CH3:17])[N:13]([CH2:19][C:20]3[CH:25]=[CH:24][N:23]=[C:22]([NH:35][C:34](=[O:39])[O:36][CH2:37][CH3:38])[CH:21]=3)[C:12]2=[O:27])=[CH:7][CH:6]=1)([CH3:4])([CH3:3])[CH3:2], predict the reactants needed to synthesize it. The reactants are: [C:1]([C:5]1[CH:10]=[CH:9][C:8]([N:11]2[C:15](=[O:16])[C:14]([CH3:18])([CH3:17])[N:13]([CH2:19][C:20]3[CH:25]=[CH:24][N:23]=[C:22](Cl)[CH:21]=3)[C:12]2=[O:27])=[CH:7][CH:6]=1)([CH3:4])([CH3:3])[CH3:2].C(=O)([O-])[O-].[Cs+].[Cs+].[C:34](=[O:39])([O:36][CH2:37][CH3:38])[NH2:35]. (4) Given the product [Cl:19][C:20]1[CH:21]=[C:22]([C@@H:8]([C:9]2[C:14]([C:15]([F:18])([F:16])[F:17])=[CH:13][CH:12]=[CH:11][N:10]=2)[NH:7][S@:5]([C:2]([CH3:1])([CH3:3])[CH3:4])=[O:6])[CH:23]=[CH:24][C:25]=1[Cl:26], predict the reactants needed to synthesize it. The reactants are: [CH3:1][C:2]([S@@:5](/[N:7]=[CH:8]/[C:9]1[C:14]([C:15]([F:18])([F:17])[F:16])=[CH:13][CH:12]=[CH:11][N:10]=1)=[O:6])([CH3:4])[CH3:3].[Cl:19][C:20]1[CH:21]=[C:22]([Mg]Br)[CH:23]=[CH:24][C:25]=1[Cl:26].[NH4+].[Cl-].O. (5) Given the product [Br:1][C:2]1[C:3]2[O:12][C:11]([C:13]3[CH:14]=[CH:15][C:16]([C:19]4([NH2:23])[CH2:20][CH2:21][CH2:22]4)=[CH:17][CH:18]=3)=[C:10]([C:31]3[CH:32]=[CH:33][CH:34]=[CH:35][CH:36]=3)[C:4]=2[C:5]([O:8][CH3:9])=[N:6][CH:7]=1, predict the reactants needed to synthesize it. The reactants are: [Br:1][C:2]1[C:3]2[O:12][C:11]([C:13]3[CH:18]=[CH:17][C:16]([C:19]4([NH:23]C(=O)OC(C)(C)C)[CH2:22][CH2:21][CH2:20]4)=[CH:15][CH:14]=3)=[C:10]([C:31]3[CH:36]=[CH:35][CH:34]=[CH:33][CH:32]=3)[C:4]=2[C:5]([O:8][CH3:9])=[N:6][CH:7]=1.C(O)(C(F)(F)F)=O.